This data is from KCNQ2 potassium channel screen with 302,405 compounds. The task is: Binary Classification. Given a drug SMILES string, predict its activity (active/inactive) in a high-throughput screening assay against a specified biological target. (1) The drug is O1c2c(OC1)ccc(CNC(=O)COC(=O)c1ccc(O)cc1)c2. The result is 0 (inactive). (2) The molecule is O=C1C=2C(C(=C(N(N(C)C)C2CCC1)N)C#N)c1ccc(OCC=C)cc1. The result is 0 (inactive). (3) The compound is S(=O)(=O)(N(CCc1ccccc1)Cc1sccc1)c1cc(OC)c(n2nnnc2)cc1. The result is 0 (inactive). (4) The compound is Clc1c(S(=O)(=O)N2CCOCC2)cc(c(Cl)c1)C(=O)NCc1sccc1. The result is 0 (inactive). (5) The result is 0 (inactive). The compound is Clc1c(NC(=O)CN(CCC)C(=O)c2c(SCC(=O)N3CCCC3)cccc2)cc(Cl)cc1. (6) The drug is S(=O)(=O)(N1CCCC1)c1ccc(N2CCN(S(=O)(=O)c3cc4OCCOc4cc3)CC2)nc1. The result is 0 (inactive). (7) The molecule is O(CCCNC(=O)c1c2c(nc(Nc3c(OC)cc(OC)cc3)c1)cccc2)C. The result is 0 (inactive).